This data is from Forward reaction prediction with 1.9M reactions from USPTO patents (1976-2016). The task is: Predict the product of the given reaction. (1) Given the reactants [C:1]([O:5][C:6]([NH:8][C@H:9]([C:19]([O:21][C:22]([CH3:25])([CH3:24])[CH3:23])=[O:20])[CH2:10][CH2:11][C:12]([O:14][C:15]([CH3:18])([CH3:17])[CH3:16])=[O:13])=[O:7])([CH3:4])([CH3:3])[CH3:2].C[Si]([N-][Si](C)(C)C)(C)C.[Li+].[Br:36][CH2:37][C:38]1[CH:43]=[CH:42][C:41]([CH2:44]Br)=[CH:40][CH:39]=1.Cl, predict the reaction product. The product is: [Br:36][CH2:37][C:38]1[CH:43]=[CH:42][C:41]([CH2:44][C@H:11]([C:12]([O:14][C:15]([CH3:16])([CH3:18])[CH3:17])=[O:13])[CH2:10][C@@H:9]([C:19]([O:21][C:22]([CH3:25])([CH3:24])[CH3:23])=[O:20])[NH:8][C:6]([O:5][C:1]([CH3:4])([CH3:2])[CH3:3])=[O:7])=[CH:40][CH:39]=1. (2) Given the reactants [C:1]1([CH2:7][C:8]([NH:10][NH2:11])=[O:9])[CH:6]=[CH:5][CH:4]=[CH:3][CH:2]=1.[CH3:12][C:13]1[CH:18]=[CH:17][C:16]([S:19]([CH2:22][C:23]2[CH:30]=[CH:29][CH:28]=[CH:27][C:24]=2[CH:25]=O)(=[O:21])=[O:20])=[CH:15][CH:14]=1, predict the reaction product. The product is: [CH3:12][C:13]1[CH:14]=[CH:15][C:16]([S:19]([CH2:22][C:23]2[CH:30]=[CH:29][CH:28]=[CH:27][C:24]=2/[CH:25]=[N:11]/[NH:10][C:8](=[O:9])[CH2:7][C:1]2[CH:6]=[CH:5][CH:4]=[CH:3][CH:2]=2)(=[O:21])=[O:20])=[CH:17][CH:18]=1. (3) Given the reactants [NH2:1][C:2]1[CH:7]=[C:6]([CH2:8][NH:9][C:10]2[CH:29]=[CH:28][CH:27]=[CH:26][C:11]=2[C:12]([NH:14][C:15]2[CH:25]=[CH:24][C:18]3[O:19][C:20]([F:23])([F:22])[O:21][C:17]=3[CH:16]=2)=[O:13])[CH:5]=[CH:4][N:3]=1.[CH3:30][O:31][C:32]1[CH:37]=[CH:36][C:35]([N:38]=[C:39]=[O:40])=[CH:34][CH:33]=1.C(N(C(C)C)CC)(C)C, predict the reaction product. The product is: [F:22][C:20]1([F:23])[O:19][C:18]2[CH:24]=[CH:25][C:15]([NH:14][C:12](=[O:13])[C:11]3[CH:26]=[CH:27][CH:28]=[CH:29][C:10]=3[NH:9][CH2:8][C:6]3[CH:5]=[CH:4][N:3]=[C:2]([NH:1][C:39]([NH:38][C:35]4[CH:36]=[CH:37][C:32]([O:31][CH3:30])=[CH:33][CH:34]=4)=[O:40])[CH:7]=3)=[CH:16][C:17]=2[O:21]1. (4) The product is: [ClH:4].[NH2:5][C:6]1[NH:10][N:9]=[C:8]([NH:11][C:12]2[CH:17]=[C:16]([C:18]([F:20])([F:19])[F:21])[C:15]([C:22]3[CH:27]=[CH:26][C:25]([O:28][CH3:29])=[C:24]([S:30]([NH:33][CH:34]4[CH2:39][CH2:38][NH:37][CH2:36][CH2:35]4)(=[O:32])=[O:31])[CH:23]=3)=[C:14]([Cl:47])[CH:13]=2)[N:7]=1. Given the reactants C([Cl:4])(=O)C.[NH2:5][C:6]1[NH:10][N:9]=[C:8]([NH:11][C:12]2[CH:17]=[C:16]([C:18]([F:21])([F:20])[F:19])[C:15]([C:22]3[CH:27]=[CH:26][C:25]([O:28][CH3:29])=[C:24]([S:30]([NH:33][CH:34]4[CH2:39][CH2:38][N:37](C(OC(C)(C)C)=O)[CH2:36][CH2:35]4)(=[O:32])=[O:31])[CH:23]=3)=[C:14]([Cl:47])[CH:13]=2)[N:7]=1, predict the reaction product. (5) Given the reactants C([O:3][C:4](=[O:29])[C:5]1[CH:10]=[CH:9][CH:8]=[C:7]([N:11]2[CH2:16][CH2:15][N:14]([CH2:17][CH2:18][CH:19]3[CH2:28][CH2:27][C:22]4([O:26][CH2:25][CH2:24][O:23]4)[CH2:21][CH2:20]3)[CH2:13][CH2:12]2)[CH:6]=1)C.[OH-].[Na+].Cl, predict the reaction product. The product is: [O:23]1[C:22]2([CH2:21][CH2:20][CH:19]([CH2:18][CH2:17][N:14]3[CH2:13][CH2:12][N:11]([C:7]4[CH:6]=[C:5]([CH:10]=[CH:9][CH:8]=4)[C:4]([OH:29])=[O:3])[CH2:16][CH2:15]3)[CH2:28][CH2:27]2)[O:26][CH2:25][CH2:24]1. (6) Given the reactants [Cl:1][C:2]1[C:3]([F:34])=[C:4]([CH2:12][N:13]2[CH2:18][CH2:17][CH:16]([CH2:19][O:20][C:21]3[C:29]([CH:30]4[CH2:32][CH2:31]4)=[CH:28][C:24]([C:25]([OH:27])=O)=[C:23]([F:33])[CH:22]=3)[CH2:15][CH2:14]2)[CH:5]=[C:6]([C:8]([F:11])([F:10])[F:9])[CH:7]=1.[N:35]1([S:39]([NH2:42])(=[O:41])=[O:40])[CH2:38][CH2:37][CH2:36]1, predict the reaction product. The product is: [N:35]1([S:39]([NH:42][C:25](=[O:27])[C:24]2[CH:28]=[C:29]([CH:30]3[CH2:32][CH2:31]3)[C:21]([O:20][CH2:19][CH:16]3[CH2:15][CH2:14][N:13]([CH2:12][C:4]4[CH:5]=[C:6]([C:8]([F:9])([F:11])[F:10])[CH:7]=[C:2]([Cl:1])[C:3]=4[F:34])[CH2:18][CH2:17]3)=[CH:22][C:23]=2[F:33])(=[O:41])=[O:40])[CH2:38][CH2:37][CH2:36]1. (7) Given the reactants [Na].Cl[C:3]1[N:8]=[C:7]([CH3:9])[C:6]([N+:10]([O-:12])=[O:11])=[CH:5][CH:4]=1.[C:13](O)(=[O:15])C, predict the reaction product. The product is: [CH3:13][O:15][C:3]1[N:8]=[C:7]([CH3:9])[C:6]([N+:10]([O-:12])=[O:11])=[CH:5][CH:4]=1. (8) Given the reactants [O:1]=[C:2]1[CH:7]=[CH:6][CH:5]=[CH:4][N:3]1[C:8]1[CH:16]=[CH:15][C:11]([C:12](O)=[O:13])=[CH:10][CH:9]=1.O=S(Cl)[Cl:19], predict the reaction product. The product is: [O:1]=[C:2]1[CH:7]=[CH:6][CH:5]=[CH:4][N:3]1[C:8]1[CH:16]=[CH:15][C:11]([C:12]([Cl:19])=[O:13])=[CH:10][CH:9]=1.